Dataset: Catalyst prediction with 721,799 reactions and 888 catalyst types from USPTO. Task: Predict which catalyst facilitates the given reaction. (1) Reactant: [Cl:1][C:2]1[CH:11]=[CH:10][C:9]([OH:12])=[C:8]2[C:3]=1[CH:4]=[N:5][CH:6]=[N:7]2.[I:13]Cl. Product: [Cl:1][C:2]1[CH:11]=[C:10]([I:13])[C:9]([OH:12])=[C:8]2[C:3]=1[CH:4]=[N:5][CH:6]=[N:7]2. The catalyst class is: 33. (2) Reactant: [Cl:1][C:2]1[C:3]([F:18])=[C:4](I)[C:5]([O:14][CH2:15][CH3:16])=[C:6]([C:8]2([CH3:13])[O:12][CH2:11][CH2:10][O:9]2)[CH:7]=1.I[Mg].[CH:21](N1CCOCC1)=[O:22].C(O)(=O)CC(CC(O)=O)(C(O)=O)O. Product: [Cl:1][C:2]1[C:3]([F:18])=[C:4]([C:5]([O:14][CH2:15][CH3:16])=[C:6]([C:8]2([CH3:13])[O:12][CH2:11][CH2:10][O:9]2)[CH:7]=1)[CH:21]=[O:22]. The catalyst class is: 30. (3) Reactant: [CH:1]1[CH2:7][CH2:6][CH2:5][CH2:4][CH2:3][CH:2]=1.C(O[K])(C)(C)C.[CH:14](Br)([Br:16])[Br:15].CCCCCC. Product: [Br:15][C:14]1([Br:16])[CH:7]2[CH:1]1[CH2:2][CH2:3][CH2:4][CH2:5][CH2:6]2. The catalyst class is: 605. (4) Reactant: [CH2:1]([O:3][C:4]1[C:25]([O:26][CH2:27][CH3:28])=[CH:24][C:7]2[C:8]3[N:13]([CH:14]([CH2:16][CH3:17])[CH2:15][C:6]=2[CH:5]=1)[CH:12]=[C:11]([C:18]([O:20]CC)=[O:19])[C:10](=[O:23])[CH:9]=3)[CH3:2].[OH-].[Na+].Cl. Product: [CH2:1]([O:3][C:4]1[C:25]([O:26][CH2:27][CH3:28])=[CH:24][C:7]2[C:8]3[N:13]([CH:14]([CH2:16][CH3:17])[CH2:15][C:6]=2[CH:5]=1)[CH:12]=[C:11]([C:18]([OH:20])=[O:19])[C:10](=[O:23])[CH:9]=3)[CH3:2]. The catalyst class is: 1.